From a dataset of Reaction yield outcomes from USPTO patents with 853,638 reactions. Predict the reaction yield, written as a fraction of the theoretical maximum amount of product (1.0 means a 100% yield; for example, 0.34 means a 34% yield). (1) The reactants are Br[C:2]1[CH:6]=[CH:5][S:4][C:3]=1[CH2:7][N:8]1[C:13]2[N:14]=[C:15]([S:18][CH3:19])[N:16]=[CH:17][C:12]=2[CH:11]=[CH:10][C:9]1=[O:20].[CH:21]1(B(O)O)[CH2:23][CH2:22]1.[O-]P([O-])([O-])=O.[K+].[K+].[K+].C1(C)C=CC=CC=1. The catalyst is O. The product is [CH:21]1([C:2]2[CH:6]=[CH:5][S:4][C:3]=2[CH2:7][N:8]2[C:13]3[N:14]=[C:15]([S:18][CH3:19])[N:16]=[CH:17][C:12]=3[CH:11]=[CH:10][C:9]2=[O:20])[CH2:23][CH2:22]1. The yield is 0.490. (2) The reactants are [Cl:1][C:2]1[CH:7]=[C:6]([Cl:8])[CH:5]=[CH:4][C:3]=1[OH:9].F[C:11]1[CH:16]=[CH:15][C:14]([F:17])=[CH:13][C:12]=1[N+:18]([O-:20])=[O:19].[Cl:21][C:22]1[CH:36]=[C:35]([Cl:37])[CH:34]=[CH:33][C:23]=1[O:24][C:25]1[CH:31]=[CH:30][C:29]([F:32])=[CH:28][C:26]=1[NH2:27].[NH2:38][C:39]1[S:40][CH:41]=[CH:42][N:43]=1. No catalyst specified. The product is [Cl:1][C:2]1[CH:7]=[C:6]([Cl:8])[CH:5]=[CH:4][C:3]=1[O:9][C:11]1[CH:16]=[CH:15][C:14]([F:17])=[CH:13][C:12]=1[N+:18]([O-:20])=[O:19].[Cl:21][C:22]1[CH:36]=[C:35]([Cl:37])[CH:34]=[CH:33][C:23]=1[O:24][C:25]1[CH:31]=[CH:30][C:29]([F:32])=[CH:28][C:26]=1[NH:27][C:3]([NH:38][C:39]1[S:40][CH:41]=[CH:42][N:43]=1)=[O:9]. The yield is 0.780. (3) The reactants are [NH2:1][C:2]1[C:3]2[C:10]([C:11]3[CH:16]=[CH:15][C:14]([O:17][C:18]4[CH:23]=[CH:22][CH:21]=[CH:20][CH:19]=4)=[CH:13][CH:12]=3)=[C:9](C#N)[N:8]([C@@H:26]3[CH2:30][CH2:29][N:28](C(OC(C)(C)C)=O)[CH2:27]3)[C:4]=2[N:5]=[CH:6][N:7]=1.[OH-:38].[Na+].[CH2:40]([OH:43])CO.O. No catalyst specified. The product is [NH2:1][C:2]1[C:3]2[C:10]([C:11]3[CH:12]=[CH:13][C:14]([O:17][C:18]4[CH:19]=[CH:20][CH:21]=[CH:22][CH:23]=4)=[CH:15][CH:16]=3)=[C:9]([C:40]([OH:43])=[O:38])[N:8]([C@@H:26]3[CH2:30][CH2:29][NH:28][CH2:27]3)[C:4]=2[N:5]=[CH:6][N:7]=1. The yield is 0.0400. (4) The reactants are [CH3:1][C:2]1[CH:3]=[C:4]([OH:9])[C:5](=[CH:7][CH:8]=1)[OH:6].Br[CH2:11][CH2:12]Br.C([O-])([O-])=O.[K+].[K+]. The catalyst is C(O)CO.[I-].[Na+]. The product is [CH3:1][C:2]1[CH:8]=[CH:7][C:5]2[O:6][CH2:11][CH2:12][O:9][C:4]=2[CH:3]=1. The yield is 0.500. (5) The reactants are [CH2:1]([O:8][C:9]1[C:14](=[O:15])[N:13]2[CH2:16][CH2:17][N:18]([CH:19]([CH3:21])[CH3:20])[C:12]2=[N:11][C:10]=1[C:22](O)=[O:23])[C:2]1[CH:7]=[CH:6][CH:5]=[CH:4][CH:3]=1.Cl.[F:26][C:27]1[CH:34]=[CH:33][C:30]([CH2:31][NH2:32])=[C:29]([S:35](=[O:40])(=[O:39])[N:36]([CH3:38])[CH3:37])[CH:28]=1. No catalyst specified. The product is [F:26][C:27]1[CH:34]=[CH:33][C:30]([CH2:31][NH:32][C:22]([C:10]2[N:11]=[C:12]3[N:18]([CH:19]([CH3:21])[CH3:20])[CH2:17][CH2:16][N:13]3[C:14](=[O:15])[C:9]=2[O:8][CH2:1][C:2]2[CH:7]=[CH:6][CH:5]=[CH:4][CH:3]=2)=[O:23])=[C:29]([S:35](=[O:39])(=[O:40])[N:36]([CH3:38])[CH3:37])[CH:28]=1. The yield is 0.750. (6) The reactants are [OH:1][C:2]1[CH:9]=[CH:8][C:5]([CH:6]=O)=[CH:4][CH:3]=1.[S:10]1[CH2:14][C:13](=[O:15])[NH:12][C:11]1=[O:16].N1CCCCC1.CC(O)=O. The catalyst is C1(C)C=CC=CC=1. The product is [OH:1][C:2]1[CH:9]=[CH:8][C:5]([CH:6]=[C:14]2[S:10][C:11](=[O:16])[NH:12][C:13]2=[O:15])=[CH:4][CH:3]=1. The yield is 0.850. (7) The reactants are [OH:1][C:2]1[CH:11]=[CH:10][C:5]([C:6]([NH:8][NH2:9])=[O:7])=[CH:4][CH:3]=1.[CH:12](=O)[C:13]1[CH:18]=[CH:17][C:16]([O:19][CH3:20])=[CH:15][CH:14]=1. The catalyst is C(O)(=O)C.CCO. The product is [CH3:20][O:19][C:16]1[CH:17]=[CH:18][C:13]([CH:12]=[N:9][NH:8][C:6](=[O:7])[C:5]2[CH:10]=[CH:11][C:2]([OH:1])=[CH:3][CH:4]=2)=[CH:14][CH:15]=1. The yield is 0.930. (8) The reactants are Br[C:2]1[CH:3]=[N:4][C:5]([N:8]2[CH2:13][CH2:12][N:11]([C:14]([O:16][C:17]([CH3:20])([CH3:19])[CH3:18])=[O:15])[CH2:10][CH2:9]2)=[N:6][CH:7]=1.[Br-].[C:22]1([CH:28]([Zn+])[CH3:29])[CH:27]=[CH:26][CH:25]=[CH:24][CH:23]=1.C1(C(C2C=NC(N3CCNCC3)=NC=2)C)C=CC=CC=1.CO.ClCCl. The catalyst is C1COCC1.C1C=CC([P]([Pd]([P](C2C=CC=CC=2)(C2C=CC=CC=2)C2C=CC=CC=2)([P](C2C=CC=CC=2)(C2C=CC=CC=2)C2C=CC=CC=2)[P](C2C=CC=CC=2)(C2C=CC=CC=2)C2C=CC=CC=2)(C2C=CC=CC=2)C2C=CC=CC=2)=CC=1. The product is [C:22]1([CH:28]([C:2]2[CH:3]=[N:4][C:5]([N:8]3[CH2:13][CH2:12][N:11]([C:14]([O:16][C:17]([CH3:20])([CH3:19])[CH3:18])=[O:15])[CH2:10][CH2:9]3)=[N:6][CH:7]=2)[CH3:29])[CH:27]=[CH:26][CH:25]=[CH:24][CH:23]=1. The yield is 0.230.